Dataset: Full USPTO retrosynthesis dataset with 1.9M reactions from patents (1976-2016). Task: Predict the reactants needed to synthesize the given product. (1) Given the product [CH3:18][N:19]([CH3:24])[CH2:20][CH2:21][CH2:22][N:9]1[C:10]2[C:6](=[CH:5][C:4]([N+:1]([O-:3])=[O:2])=[CH:12][CH:11]=2)[CH2:7][CH2:8]1, predict the reactants needed to synthesize it. The reactants are: [N+:1]([C:4]1[CH:5]=[C:6]2[C:10](=[CH:11][CH:12]=1)[NH:9][CH2:8][CH2:7]2)([O-:3])=[O:2].[H-].[Na+].[H][H].Cl.[CH3:18][N:19]([CH3:24])[CH2:20][CH2:21][CH2:22]Cl. (2) Given the product [C:1]([OH:12])(=[O:11])[C:2]1[CH:10]=[CH:9][C:5]([C:6]([OH:8])=[O:7])=[CH:4][CH:3]=1, predict the reactants needed to synthesize it. The reactants are: [C:1]([OH:12])(=[O:11])[C:2]1[CH:10]=[CH:9][C:5]([C:6]([OH:8])=[O:7])=[CH:4][CH:3]=1.O.C(O)(=O)C1C=CC(C(O)=O)=CC=1.O.C(O)CO. (3) The reactants are: [CH2:1]([O:3][C:4](=[O:18])[CH2:5][C:6]1[CH:11]=[CH:10][CH:9]=[C:8]([S:12][CH2:13][C:14](=O)[CH3:15])[C:7]=1[F:17])[CH3:2].Cl.[Cl:20][C:21]1[C:22]([F:29])=[C:23]([NH:27]N)[CH:24]=[CH:25][CH:26]=1. Given the product [CH2:1]([O:3][C:4](=[O:18])[CH2:5][C:6]1[CH:11]=[CH:10][CH:9]=[C:8]([S:12][C:13]2[C:24]3[C:23](=[C:22]([F:29])[C:21]([Cl:20])=[CH:26][CH:25]=3)[NH:27][C:14]=2[CH3:15])[C:7]=1[F:17])[CH3:2], predict the reactants needed to synthesize it. (4) The reactants are: Cl.[CH:2]1([C:18]([O:20][CH3:21])=[O:19])[C:10]2[C:5](=[CH:6][CH:7]=[CH:8][CH:9]=2)[CH2:4][N:3]1C(OC(C)(C)C)=O. Given the product [CH:2]1([C:18]([O:20][CH3:21])=[O:19])[C:10]2[C:5](=[CH:6][CH:7]=[CH:8][CH:9]=2)[CH2:4][NH:3]1, predict the reactants needed to synthesize it. (5) Given the product [CH2:12]([O:11][C:9]([C:8]1[S:5][C:3]([CH:2]([CH3:6])[CH3:1])=[N:4][C:14]=1[CH3:16])=[O:10])[CH3:13], predict the reactants needed to synthesize it. The reactants are: [CH3:1][CH:2]([CH3:6])[C:3](=[S:5])[NH2:4].Cl[CH:8]([C:14]([CH3:16])=O)[C:9]([O:11][CH2:12][CH3:13])=[O:10]. (6) Given the product [OH:1][C:2]1([CH2:11][NH:12][C:13]([C:15]2[C:16]3[CH:17]=[CH:18][C:19]([N:40]4[CH2:41][CH2:42][C@H:38]([N:37]([CH3:43])[CH3:36])[CH2:39]4)=[N:20][C:21]=3[CH:22]=[CH:23][C:24]=2[Cl:25])=[O:14])[CH2:7][CH2:6][CH2:5][CH:4]([CH:8]2[CH2:10][CH2:9]2)[CH2:3]1, predict the reactants needed to synthesize it. The reactants are: [OH:1][C:2]1([CH2:11][NH:12][C:13]([C:15]2[C:16]3[CH:17]=[CH:18][C:19](Cl)=[N:20][C:21]=3[CH:22]=[CH:23][C:24]=2[Cl:25])=[O:14])[CH2:7][CH2:6][CH2:5][CH:4]([CH:8]2[CH2:10][CH2:9]2)[CH2:3]1.CCN(C(C)C)C(C)C.[CH3:36][N:37]([CH3:43])[C@H:38]1[CH2:42][CH2:41][NH:40][CH2:39]1. (7) The reactants are: [Br:1][CH2:2][C:3]1[O:4][C:5]([C:12]2[CH:17]=[CH:16][C:15]([C:18]([F:21])([F:20])[F:19])=[CH:14][CH:13]=2)=[CH:6][C:7]=1[C:8]([O:10][CH3:11])=[O:9].[C:22]1([P:28]([C:35]2[CH:40]=[CH:39][CH:38]=[CH:37][CH:36]=2)[C:29]2[CH:34]=[CH:33][CH:32]=[CH:31][CH:30]=2)[CH:27]=[CH:26][CH:25]=[CH:24][CH:23]=1. Given the product [Br-:1].[CH3:11][O:10][C:8]([C:7]1[CH:6]=[C:5]([C:12]2[CH:17]=[CH:16][C:15]([C:18]([F:21])([F:20])[F:19])=[CH:14][CH:13]=2)[O:4][C:3]=1[CH2:2][P+:28]([C:29]1[CH:30]=[CH:31][CH:32]=[CH:33][CH:34]=1)([C:35]1[CH:40]=[CH:39][CH:38]=[CH:37][CH:36]=1)[C:22]1[CH:23]=[CH:24][CH:25]=[CH:26][CH:27]=1)=[O:9], predict the reactants needed to synthesize it.